The task is: Predict which catalyst facilitates the given reaction.. This data is from Catalyst prediction with 721,799 reactions and 888 catalyst types from USPTO. (1) Reactant: [H-].[H-].[H-].[H-].[Li+].[Al+3].[CH:7]1([C:10]2[O:14][N:13]=[C:12]([CH2:15][O:16][C:17]3[C:22]([CH3:23])=[CH:21][CH:20]=[CH:19][C:18]=3[CH3:24])[C:11]=2[C:25](OCC)=[O:26])[CH2:9][CH2:8]1. Product: [CH:7]1([C:10]2[O:14][N:13]=[C:12]([CH2:15][O:16][C:17]3[C:22]([CH3:23])=[CH:21][CH:20]=[CH:19][C:18]=3[CH3:24])[C:11]=2[CH2:25][OH:26])[CH2:8][CH2:9]1. The catalyst class is: 20. (2) Reactant: [Cl:1][C:2]1[CH:3]=[C:4]([C:8]2[O:12][N:11]=[C:10]([C@H:13]([O:15][C:16]3[N:17]([CH3:27])[C:18]([C:21]4[CH:26]=[CH:25][N:24]=[CH:23][CH:22]=4)=[N:19][N:20]=3)[CH3:14])[CH:9]=2)[CH:5]=[CH:6][CH:7]=1.P([O-])([O-])([O-])=O. Product: [ClH:1].[Cl:1][C:2]1[CH:3]=[C:4]([C:8]2[O:12][N:11]=[C:10]([C@H:13]([O:15][C:16]3[N:17]([CH3:27])[C:18]([C:21]4[CH:22]=[CH:23][N:24]=[CH:25][CH:26]=4)=[N:19][N:20]=3)[CH3:14])[CH:9]=2)[CH:5]=[CH:6][CH:7]=1. The catalyst class is: 8. (3) Reactant: [S:1]1[CH:5]=[CH:4][CH:3]=[C:2]1[C:6]1[S:7][CH:8]=[CH:9][CH:10]=1.Cl[C:12]([CH3:15])([CH3:14])[CH3:13].[Cl-].[Al+3].[Cl-].[Cl-].O. Product: [C:12]([C:5]1[S:1][C:2]([C:6]2[S:7][CH:8]=[CH:9][CH:10]=2)=[CH:3][CH:4]=1)([CH3:15])([CH3:14])[CH3:13]. The catalyst class is: 2.